Predict the product of the given reaction. From a dataset of Forward reaction prediction with 1.9M reactions from USPTO patents (1976-2016). (1) Given the reactants [Cl:1][C:2]1[C:3]([F:10])=[C:4]([CH:7]=[CH:8][CH:9]=1)[CH:5]=O.C([O-])([O-])=O.[Cs+].[Cs+].[CH3:17][C:18]([S@:21]([NH2:23])=[O:22])([CH3:20])[CH3:19], predict the reaction product. The product is: [Cl:1][C:2]1[C:3]([F:10])=[C:4]([CH:7]=[CH:8][CH:9]=1)/[CH:5]=[N:23]/[S@@:21]([C:18]([CH3:20])([CH3:19])[CH3:17])=[O:22]. (2) Given the reactants CCN(C(C)C)C(C)C.[F:10][C:11]1[CH:16]=[CH:15][C:14]([C:17]2[O:18][C:19]3[CH:29]=[CH:28][C:27]([C:30]4[CH:31]=[C:32]([CH:42]=[CH:43][CH:44]=4)[C:33]([NH:35][C:36]([CH3:41])([CH3:40])[C:37]([OH:39])=O)=[O:34])=[CH:26][C:20]=3[C:21]=2[C:22](=[O:25])[NH:23][CH3:24])=[CH:13][CH:12]=1.[N:45]1[CH:50]=[CH:49][N:48]=[C:47]([NH2:51])[N:46]=1.[H-].[Na+], predict the reaction product. The product is: [N:45]1[CH:50]=[CH:49][N:48]=[C:47]([NH:51][C:37](=[O:39])[C:36]([NH:35][C:33]([C:32]2[CH:31]=[C:30]([C:27]3[CH:28]=[CH:29][C:19]4[O:18][C:17]([C:14]5[CH:13]=[CH:12][C:11]([F:10])=[CH:16][CH:15]=5)=[C:21]([C:22]([NH:23][CH3:24])=[O:25])[C:20]=4[CH:26]=3)[CH:44]=[CH:43][CH:42]=2)=[O:34])([CH3:41])[CH3:40])[N:46]=1. (3) Given the reactants C(O)(=O)[C@@H]([C@H](C(O)=O)O)O.[CH2:11]([O:13][C:14](=[O:32])[C:15]([CH3:31])([O:17][C:18]1[CH:23]=[C:22]([CH:24]2[CH2:29][CH2:28][CH2:27][NH:26][CH2:25]2)[CH:21]=[CH:20][C:19]=1[CH3:30])[CH3:16])[CH3:12].[F:33][C:34]([F:51])([F:50])[C:35]1[CH:49]=[CH:48][C:38]([CH2:39][O:40][C:41](N2C=CN=C2)=[O:42])=[CH:37][CH:36]=1, predict the reaction product. The product is: [F:33][C:34]([F:50])([F:51])[C:35]1[CH:49]=[CH:48][C:38]([CH2:39][O:40][C:41]([N:26]2[CH2:27][CH2:28][CH2:29][CH:24]([C:22]3[CH:21]=[CH:20][C:19]([CH3:30])=[C:18]([O:17][C:15]([C:14]([O:13][CH2:11][CH3:12])=[O:32])([CH3:31])[CH3:16])[CH:23]=3)[CH2:25]2)=[O:42])=[CH:37][CH:36]=1.